From a dataset of Full USPTO retrosynthesis dataset with 1.9M reactions from patents (1976-2016). Predict the reactants needed to synthesize the given product. (1) Given the product [CH3:13][C:7]1([CH3:14])[O:8][CH2:9][C:10](=[O:12])[NH:11][C:5]2[CH:4]=[CH:3][C:2]([C:18]3[C:17]([F:16])=[CH:22][CH:21]=[CH:20][CH:19]=3)=[CH:15][C:6]1=2, predict the reactants needed to synthesize it. The reactants are: Br[C:2]1[CH:3]=[CH:4][C:5]2[NH:11][C:10](=[O:12])[CH2:9][O:8][C:7]([CH3:14])([CH3:13])[C:6]=2[CH:15]=1.[F:16][C:17]1[CH:22]=[CH:21][CH:20]=[CH:19][C:18]=1B(O)O. (2) Given the product [Cl:1][S:2]([C:20]1[CH:21]=[CH:22][C:10]2[O:9][CH:8]([C:7]([F:24])([F:23])[F:6])[C:13]([C:14]([O:16][CH2:17][CH3:18])=[O:15])=[CH:12][C:11]=2[CH:19]=1)(=[O:5])=[O:3], predict the reactants needed to synthesize it. The reactants are: [Cl:1][S:2]([OH:5])(=O)=[O:3].[F:6][C:7]([F:24])([F:23])[CH:8]1[C:13]([C:14]([O:16][CH2:17][CH3:18])=[O:15])=[CH:12][C:11]2[CH:19]=[CH:20][CH:21]=[CH:22][C:10]=2[O:9]1. (3) Given the product [CH2:12]([O:13][S:14]([O-:17])(=[O:16])=[O:15])[CH2:11][CH2:10][CH2:9][CH2:8][CH2:7][CH2:6][CH2:5][CH2:4][CH2:3][CH2:2][CH3:1].[CH2:20]([NH2+:23][CH2:24][CH:25]=[CH2:26])[CH:21]=[CH2:22], predict the reactants needed to synthesize it. The reactants are: [CH3:1][CH2:2][CH2:3][CH2:4][CH2:5][CH2:6][CH2:7][CH2:8][CH2:9][CH2:10][CH2:11][CH2:12][O:13][S:14]([O-:17])(=[O:16])=[O:15].[Na+].Cl.[CH2:20]([NH:23][CH2:24][CH:25]=[CH2:26])[CH:21]=[CH2:22].